This data is from Full USPTO retrosynthesis dataset with 1.9M reactions from patents (1976-2016). The task is: Predict the reactants needed to synthesize the given product. (1) Given the product [ClH:34].[ClH:34].[CH3:1][C:2]1[C:32]([CH3:33])=[CH:31][CH:30]=[CH:29][C:3]=1[CH2:4][N:5]1[CH2:9][CH2:8][C@@H:7]([NH:10][C:11]2[N:12]=[CH:13][C:14](/[CH:17]=[CH:18]/[C:19]([NH:21][OH:22])=[O:20])=[N:15][CH:16]=2)[CH2:6]1, predict the reactants needed to synthesize it. The reactants are: [CH3:1][C:2]1[C:32]([CH3:33])=[CH:31][CH:30]=[CH:29][C:3]=1[CH2:4][N:5]1[CH2:9][CH2:8][C@@H:7]([NH:10][C:11]2[N:12]=[CH:13][C:14](/[CH:17]=[CH:18]/[C:19]([NH:21][O:22]C3CCCCO3)=[O:20])=[N:15][CH:16]=2)[CH2:6]1.[ClH:34]. (2) The reactants are: Br[CH2:2][C:3]1[CH:8]=[CH:7][C:6]([O:9][C:10]([F:13])([F:12])[F:11])=[CH:5][CH:4]=1.[C:14]([O:22][CH2:23][CH3:24])(=[O:21])[CH2:15][C:16]([O:18][CH2:19][CH3:20])=[O:17].[O-]CC.[Na+].[Cl-].[NH4+]. Given the product [CH2:19]([O:18][C:16](=[O:17])[CH:15]([CH2:2][C:3]1[CH:8]=[CH:7][C:6]([O:9][C:10]([F:13])([F:12])[F:11])=[CH:5][CH:4]=1)[C:14]([O:22][CH2:23][CH3:24])=[O:21])[CH3:20], predict the reactants needed to synthesize it. (3) Given the product [ClH:1].[CH:5]12[NH:9][CH:8]([CH2:7][CH2:6]1)[CH2:3][CH:4]2[C:17]([O:19][CH2:20][CH3:21])=[O:18], predict the reactants needed to synthesize it. The reactants are: [ClH:1].Br[CH:3]1[CH:8]2[N:9](C(OC(C)(C)C)=O)[CH:5]([CH2:6][CH2:7]2)[CH:4]1[C:17]([O:19][CH2:20][CH3:21])=[O:18].C(OCC)(=O)C.CCCCCC. (4) Given the product [Br:29][Si:1]([C:4]([C:7]([C:10]([C:13]([C:16]([C:19]([C:22]([C:25]([F:26])([F:27])[F:28])([F:23])[F:24])([F:20])[F:21])([F:18])[F:17])([F:15])[F:14])([F:12])[F:11])([F:9])[F:8])([F:6])[F:5])([CH3:2])[CH3:3], predict the reactants needed to synthesize it. The reactants are: [SiH:1]([C:4]([C:7]([C:10]([C:13]([C:16]([C:19]([C:22]([C:25]([F:28])([F:27])[F:26])([F:24])[F:23])([F:21])[F:20])([F:18])[F:17])([F:15])[F:14])([F:12])[F:11])([F:9])[F:8])([F:6])[F:5])([CH3:3])[CH3:2].[Br:29]Br. (5) Given the product [NH2:1][C:2]1[N:7]=[C:6]([NH:8][CH2:9][CH2:10][C:11]([OH:13])=[O:12])[CH:5]=[C:4]([Cl:18])[N:3]=1, predict the reactants needed to synthesize it. The reactants are: [NH2:1][C:2]1[N:7]=[C:6]([NH:8][CH2:9][CH2:10][C:11]([O:13]C(C)(C)C)=[O:12])[CH:5]=[C:4]([Cl:18])[N:3]=1. (6) Given the product [F:20][C:21]1[CH:22]=[C:23]([C:2]2[C:11]3[C:6](=[CH:7][C:8]([O:12][CH3:13])=[CH:9][CH:10]=3)[CH:5]=[C:4]([NH:14][C:15]3[CH:19]=[CH:18][NH:17][N:16]=3)[N:3]=2)[CH:24]=[C:25]([F:27])[CH:26]=1, predict the reactants needed to synthesize it. The reactants are: Cl[C:2]1[C:11]2[C:6](=[CH:7][C:8]([O:12][CH3:13])=[CH:9][CH:10]=2)[CH:5]=[C:4]([NH:14][C:15]2[CH:19]=[CH:18][NH:17][N:16]=2)[N:3]=1.[F:20][C:21]1[CH:22]=[C:23](B(O)O)[CH:24]=[C:25]([F:27])[CH:26]=1.